From a dataset of Catalyst prediction with 721,799 reactions and 888 catalyst types from USPTO. Predict which catalyst facilitates the given reaction. (1) Reactant: [CH2:1]([O:8][C:9]1[CH:14]=[CH:13][C:12]([OH:15])=[CH:11][C:10]=1[C@@H:16]([C:26]1[CH:31]=[CH:30][CH:29]=[CH:28][CH:27]=1)[CH2:17][CH2:18][N:19]([CH:23]([CH3:25])[CH3:24])[CH:20]([CH3:22])[CH3:21])[C:2]1[CH:7]=[CH:6][CH:5]=[CH:4][CH:3]=1.[C:32](=[O:35])([O-:34])[O-].[Cs+].[Cs+].[C:38]([O:42][C:43](=[O:53])[NH:44][CH2:45][CH2:46][CH2:47][CH2:48][CH2:49][CH2:50][CH2:51]Br)([CH3:41])([CH3:40])[CH3:39].O. Product: [NH3:19].[C:2]([O:34][C:32]([N:44]([CH2:45][CH2:46][CH2:47][CH2:48][CH2:49][CH2:50][CH2:51][O:15][C:12]1[CH:13]=[CH:14][C:9]([O:8][CH2:1][C:2]2[CH:3]=[CH:4][CH:5]=[CH:6][CH:7]=2)=[C:10]([C@@H:16]([C:26]2[CH:27]=[CH:28][CH:29]=[CH:30][CH:31]=2)[CH2:17][CH2:18][N:19]([CH:20]([CH3:22])[CH3:21])[CH:23]([CH3:24])[CH3:25])[CH:11]=1)[C:43]([O:42][C:38]([CH3:41])([CH3:40])[CH3:39])=[O:53])=[O:35])([CH3:7])([CH3:3])[CH3:1]. The catalyst class is: 391. (2) Reactant: [CH3:1][O:2][C:3](=[O:14])[CH2:4][C:5]1[CH:10]=[CH:9][C:8]([O:11][CH3:12])=[C:7](Br)[CH:6]=1.[B:15]1([B:15]2[O:19][C:18]([CH3:21])([CH3:20])[C:17]([CH3:23])([CH3:22])[O:16]2)[O:19][C:18]([CH3:21])([CH3:20])[C:17]([CH3:23])([CH3:22])[O:16]1.C([O-])(=O)C.[K+]. Product: [CH3:1][O:2][C:3](=[O:14])[CH2:4][C:5]1[CH:10]=[CH:9][C:8]([O:11][CH3:12])=[C:7]([B:15]2[O:19][C:18]([CH3:21])([CH3:20])[C:17]([CH3:23])([CH3:22])[O:16]2)[CH:6]=1. The catalyst class is: 3. (3) Reactant: [CH3:1][C:2]1[C:3]2[N:4]([CH:8]=[C:9]([CH2:11][C@@H:12]3[CH2:17][CH2:16][CH2:15][CH2:14][N:13]3[C:18]([O:20][C:21]([CH3:24])([CH3:23])[CH3:22])=[O:19])[N:10]=2)[CH:5]=[CH:6][CH:7]=1.[I:25]I.OS([O-])=O.[Na+]. The catalyst class is: 2. Product: [I:25][C:8]1[N:4]2[CH:5]=[CH:6][CH:7]=[C:2]([CH3:1])[C:3]2=[N:10][C:9]=1[CH2:11][C@@H:12]1[CH2:17][CH2:16][CH2:15][CH2:14][N:13]1[C:18]([O:20][C:21]([CH3:24])([CH3:23])[CH3:22])=[O:19]. (4) Reactant: [C:12]([O:11][C:9](O[C:9]([O:11][C:12]([CH3:15])([CH3:14])[CH3:13])=[O:10])=[O:10])([CH3:15])([CH3:14])[CH3:13].[NH2:16][C@H:17]1[C:25]2[C:20](=[CH:21][CH:22]=[CH:23][CH:24]=2)[CH2:19][C@H:18]1[OH:26].C(N(CC)CC)C. Product: [C:12]([O:11][C:9](=[O:10])[NH:16][C@H:17]1[C:25]2[C:20](=[CH:21][CH:22]=[CH:23][CH:24]=2)[CH2:19][C@H:18]1[OH:26])([CH3:13])([CH3:14])[CH3:15]. The catalyst class is: 2. (5) Reactant: [CH2:1]([Li])CCC.[F:6][C:7]1[CH:12]=[CH:11][CH:10]=[CH:9][C:8]=1[CH3:13].CC(C)([O-])C.[K+].[CH2:20]([O:27][C@@H:28]1[C@@H:34]([O:35][CH2:36][C:37]2[CH:42]=[CH:41][CH:40]=[CH:39][CH:38]=2)[C@H:33]([O:43][CH2:44][C:45]2[CH:50]=[CH:49][CH:48]=[CH:47][CH:46]=2)[C@@H:32]([CH2:51][O:52][CH2:53][C:54]2[CH:59]=[CH:58][CH:57]=[CH:56][CH:55]=2)[O:31]C1=O)[C:21]1[CH:26]=[CH:25][CH:24]=[CH:23][CH:22]=1.Cl. Product: [CH2:20]([O:27][C@@H:28]1[C@@H:34]([O:35][CH2:36][C:37]2[CH:38]=[CH:39][CH:40]=[CH:41][CH:42]=2)[C@H:33]([O:43][CH2:44][C:45]2[CH:46]=[CH:47][CH:48]=[CH:49][CH:50]=2)[C@@H:32]([CH2:51][O:52][CH2:53][C:54]2[CH:55]=[CH:56][CH:57]=[CH:58][CH:59]=2)[O:31][C@H:13]1[C:8]1[CH:9]=[CH:10][CH:11]=[C:12]([CH3:1])[C:7]=1[F:6])[C:21]1[CH:22]=[CH:23][CH:24]=[CH:25][CH:26]=1. The catalyst class is: 134. (6) Reactant: [F:1][C:2]([F:15])([F:14])[C:3]1[N:8]=[CH:7][N:6]=[C:5]([C:9](=[N:11][OH:12])[NH2:10])[C:4]=1[Br:13].[C:16](N1C=CN=C1)(N1C=CN=C1)=[O:17].N12CCCN=C1CCCCC2.Cl. Product: [F:15][C:2]([F:14])([F:1])[C:3]1[N:8]=[CH:7][N:6]=[C:5]([C:9]2[NH:11][O:12][C:16](=[O:17])[N:10]=2)[C:4]=1[Br:13]. The catalyst class is: 132.